From a dataset of Peptide-MHC class I binding affinity with 185,985 pairs from IEDB/IMGT. Regression. Given a peptide amino acid sequence and an MHC pseudo amino acid sequence, predict their binding affinity value. This is MHC class I binding data. (1) The binding affinity (normalized) is 0.996. The peptide sequence is GPPITPPI. The MHC is Mamu-A01 with pseudo-sequence Mamu-A01. (2) The peptide sequence is STLPETTVVRR. The MHC is HLA-A11:01 with pseudo-sequence HLA-A11:01. The binding affinity (normalized) is 0.870. (3) The binding affinity (normalized) is 0. The peptide sequence is GAPERQRLL. The MHC is HLA-B15:03 with pseudo-sequence HLA-B15:03. (4) The peptide sequence is NLFEIEWEE. The MHC is HLA-B57:01 with pseudo-sequence HLA-B57:01. The binding affinity (normalized) is 0.0847. (5) The peptide sequence is KTFEWGVFY. The MHC is HLA-A02:19 with pseudo-sequence HLA-A02:19. The binding affinity (normalized) is 0.0847.